From a dataset of Merck oncology drug combination screen with 23,052 pairs across 39 cell lines. Regression. Given two drug SMILES strings and cell line genomic features, predict the synergy score measuring deviation from expected non-interaction effect. (1) Drug 1: O=C(CCCCCCC(=O)Nc1ccccc1)NO. Drug 2: Cn1nnc2c(C(N)=O)ncn2c1=O. Cell line: HT29. Synergy scores: synergy=12.2. (2) Drug 1: Cn1nnc2c(C(N)=O)ncn2c1=O. Drug 2: CNC(=O)c1cc(Oc2ccc(NC(=O)Nc3ccc(Cl)c(C(F)(F)F)c3)cc2)ccn1. Cell line: ES2. Synergy scores: synergy=3.19. (3) Drug 1: O=S1(=O)NC2(CN1CC(F)(F)F)C1CCC2Cc2cc(C=CCN3CCC(C(F)(F)F)CC3)ccc2C1. Drug 2: Cn1cc(-c2cnn3c(N)c(Br)c(C4CCCNC4)nc23)cn1. Cell line: HCT116. Synergy scores: synergy=3.38.